From a dataset of NCI-60 drug combinations with 297,098 pairs across 59 cell lines. Regression. Given two drug SMILES strings and cell line genomic features, predict the synergy score measuring deviation from expected non-interaction effect. (1) Drug 1: C1=NC(=NC(=O)N1C2C(C(C(O2)CO)O)O)N. Drug 2: C1CN1C2=NC(=NC(=N2)N3CC3)N4CC4. Cell line: MALME-3M. Synergy scores: CSS=21.1, Synergy_ZIP=-7.76, Synergy_Bliss=-1.64, Synergy_Loewe=-2.74, Synergy_HSA=-0.753. (2) Drug 1: CN(C)C1=NC(=NC(=N1)N(C)C)N(C)C. Drug 2: CCC1(C2=C(COC1=O)C(=O)N3CC4=CC5=C(C=CC(=C5CN(C)C)O)N=C4C3=C2)O.Cl. Cell line: HCT116. Synergy scores: CSS=32.0, Synergy_ZIP=2.12, Synergy_Bliss=2.48, Synergy_Loewe=-42.1, Synergy_HSA=2.84. (3) Drug 1: CC1CCC2CC(C(=CC=CC=CC(CC(C(=O)C(C(C(=CC(C(=O)CC(OC(=O)C3CCCCN3C(=O)C(=O)C1(O2)O)C(C)CC4CCC(C(C4)OC)O)C)C)O)OC)C)C)C)OC. Drug 2: CC12CCC3C(C1CCC2O)C(CC4=C3C=CC(=C4)O)CCCCCCCCCS(=O)CCCC(C(F)(F)F)(F)F. Cell line: DU-145. Synergy scores: CSS=6.45, Synergy_ZIP=-1.53, Synergy_Bliss=0.206, Synergy_Loewe=-1.39, Synergy_HSA=-0.287. (4) Drug 1: C1CC(C1)(C(=O)O)C(=O)O.[NH2-].[NH2-].[Pt+2]. Drug 2: C1CNP(=O)(OC1)N(CCCl)CCCl. Cell line: M14. Synergy scores: CSS=7.31, Synergy_ZIP=-2.11, Synergy_Bliss=-0.219, Synergy_Loewe=-14.8, Synergy_HSA=-3.86. (5) Drug 1: C1CC(C1)(C(=O)O)C(=O)O.[NH2-].[NH2-].[Pt+2]. Drug 2: CC1C(C(CC(O1)OC2CC(OC(C2O)C)OC3=CC4=CC5=C(C(=O)C(C(C5)C(C(=O)C(C(C)O)O)OC)OC6CC(C(C(O6)C)O)OC7CC(C(C(O7)C)O)OC8CC(C(C(O8)C)O)(C)O)C(=C4C(=C3C)O)O)O)O. Cell line: SK-OV-3. Synergy scores: CSS=15.6, Synergy_ZIP=-0.714, Synergy_Bliss=-3.27, Synergy_Loewe=-39.2, Synergy_HSA=-2.13. (6) Drug 1: C1=NNC2=C1C(=O)NC=N2. Drug 2: C1CNP(=O)(OC1)N(CCCl)CCCl. Cell line: OVCAR-5. Synergy scores: CSS=-1.74, Synergy_ZIP=-0.0780, Synergy_Bliss=-2.30, Synergy_Loewe=-2.75, Synergy_HSA=-4.38. (7) Drug 1: CC1=CC=C(C=C1)C2=CC(=NN2C3=CC=C(C=C3)S(=O)(=O)N)C(F)(F)F. Drug 2: C1CC(=O)NC(=O)C1N2C(=O)C3=CC=CC=C3C2=O. Cell line: SK-MEL-28. Synergy scores: CSS=2.13, Synergy_ZIP=2.04, Synergy_Bliss=4.67, Synergy_Loewe=1.00, Synergy_HSA=-0.197.